From a dataset of Catalyst prediction with 721,799 reactions and 888 catalyst types from USPTO. Predict which catalyst facilitates the given reaction. (1) Reactant: [CH3:1][C@@:2]1([CH2:13][N:14]2[CH2:19][CH2:18][CH:17]([NH:20][C:21](=[O:27])[O:22]C(C)(C)C)[CH2:16][CH2:15]2)[O:6][C:5]2=[N:7][C:8]([N+:10]([O-:12])=[O:11])=[CH:9][N:4]2[CH2:3]1.FC(F)(F)C(O)=O.[F:35][C:36]([F:46])([F:45])[C:37]1[CH:44]=[CH:43][C:40]([CH2:41]O)=[CH:39][CH:38]=1.C(N1C=CN=C1)(N1C=CN=C1)=O. Product: [CH3:1][C@@:2]1([CH2:13][N:14]2[CH2:15][CH2:16][CH:17]([NH:20][C:21](=[O:27])[O:22][CH2:41][C:40]3[CH:39]=[CH:38][C:37]([C:36]([F:35])([F:45])[F:46])=[CH:44][CH:43]=3)[CH2:18][CH2:19]2)[O:6][C:5]2=[N:7][C:8]([N+:10]([O-:12])=[O:11])=[CH:9][N:4]2[CH2:3]1. The catalyst class is: 606. (2) Reactant: [NH2:1][CH2:2][C:3]1[N:8]=[CH:7][C:6]([CH:9]([C:17]2[CH:22]=[CH:21][CH:20]=[CH:19][CH:18]=2)[C:10]([CH3:16])([CH3:15])[C:11]([O:13][CH3:14])=[O:12])=[CH:5][CH:4]=1.[C:23](=O)([O-])[O-:24].[K+].[K+].C(OCC)(=O)C. Product: [CH:23]([NH:1][CH2:2][C:3]1[N:8]=[CH:7][C:6]([CH:9]([C:17]2[CH:18]=[CH:19][CH:20]=[CH:21][CH:22]=2)[C:10]([CH3:16])([CH3:15])[C:11]([O:13][CH3:14])=[O:12])=[CH:5][CH:4]=1)=[O:24]. The catalyst class is: 106. (3) Reactant: [CH3:1][N:2]1[C:6]([C:7](OC)=[O:8])=[CH:5][C:4]([N+:11]([O-:13])=[O:12])=[N:3]1.[BH4-].[Li+]. Product: [CH3:1][N:2]1[C:6]([CH2:7][OH:8])=[CH:5][C:4]([N+:11]([O-:13])=[O:12])=[N:3]1. The catalyst class is: 1. (4) Reactant: Cl[C:2]1[N:7]=[C:6]([CH3:8])[C:5]([CH:9]([CH2:14][CH2:15][CH3:16])[C:10]([O:12][CH3:13])=[O:11])=[C:4]([C:17]2[CH:22]=[CH:21][C:20]([CH3:23])=[CH:19][CH:18]=2)[N:3]=1.[OH:24][C:25]1[CH:30]=[CH:29][CH:28]=[CH:27][C:26]=1B(O)O.C(N(CC)C(C)C)(C)C. Product: [OH:24][C:25]1[CH:30]=[CH:29][CH:28]=[CH:27][C:26]=1[C:2]1[N:7]=[C:6]([CH3:8])[C:5]([CH:9]([CH2:14][CH2:15][CH3:16])[C:10]([O:12][CH3:13])=[O:11])=[C:4]([C:17]2[CH:22]=[CH:21][C:20]([CH3:23])=[CH:19][CH:18]=2)[N:3]=1. The catalyst class is: 659.